This data is from Full USPTO retrosynthesis dataset with 1.9M reactions from patents (1976-2016). The task is: Predict the reactants needed to synthesize the given product. (1) The reactants are: [F:1][C:2]1[C:3]([NH:12][C:13]2[CH:18]=[CH:17][C:16]([I:19])=[CH:15][C:14]=2[F:20])=[C:4]([CH:8]=[CH:9][C:10]=1[F:11])[C:5]([OH:7])=O.[NH2:21][C:22]1[N:27]=[C:26]([C:28]2([OH:32])[CH2:31][NH:30][CH2:29]2)[CH:25]=[CH:24][N:23]=1.F[P-](F)(F)(F)(F)F.N1(O[P+](N2CCCC2)(N2CCCC2)N2CCCC2)C2C=CC=CC=2N=N1.C(N(CC)C(C)C)(C)C. Given the product [NH2:21][C:22]1[N:27]=[C:26]([C:28]2([OH:32])[CH2:31][N:30]([C:5]([C:4]3[CH:8]=[CH:9][C:10]([F:11])=[C:2]([F:1])[C:3]=3[NH:12][C:13]3[CH:18]=[CH:17][C:16]([I:19])=[CH:15][C:14]=3[F:20])=[O:7])[CH2:29]2)[CH:25]=[CH:24][N:23]=1, predict the reactants needed to synthesize it. (2) The reactants are: [CH3:1][N:2]([CH2:4][C:5]1[O:9][C:8]([CH2:10][CH2:11][C:12]2[NH:16][N:15]=[C:14]([NH2:17])[CH:13]=2)=[CH:7][CH:6]=1)[CH3:3].Cl[C:19]1[CH:24]=[CH:23][N:22]=[C:21]([NH:25][CH2:26][C:27]2[O:31][N:30]=[C:29]([CH3:32])[CH:28]=2)[N:20]=1.Cl. Given the product [CH3:1][N:2]([CH2:4][C:5]1[O:9][C:8]([CH2:10][CH2:11][C:12]2[NH:16][N:15]=[C:14]([NH:17][C:19]3[CH:24]=[CH:23][N:22]=[C:21]([NH:25][CH2:26][C:27]4[O:31][N:30]=[C:29]([CH3:32])[CH:28]=4)[N:20]=3)[CH:13]=2)=[CH:7][CH:6]=1)[CH3:3], predict the reactants needed to synthesize it. (3) Given the product [CH2:8]([N:7]([C:1]1[CH:2]=[CH:3][CH:4]=[CH:5][CH:6]=1)[C:25](=[O:26])[C:24]1[CH:28]=[C:29]([CH:32]=[O:33])[CH:30]=[CH:31][C:23]=1[O:22][CH2:15][C:16]1[CH:17]=[CH:18][CH:19]=[CH:20][CH:21]=1)[C:9]1[CH:10]=[CH:11][CH:12]=[CH:13][CH:14]=1, predict the reactants needed to synthesize it. The reactants are: [C:1]1([NH:7][CH2:8][C:9]2[CH:14]=[CH:13][CH:12]=[CH:11][CH:10]=2)[CH:6]=[CH:5][CH:4]=[CH:3][CH:2]=1.[CH2:15]([O:22][C:23]1[CH:31]=[CH:30][C:29]([CH:32]=[O:33])=[CH:28][C:24]=1[C:25](O)=[O:26])[C:16]1[CH:21]=[CH:20][CH:19]=[CH:18][CH:17]=1.ON1C2N=CC=CC=2N=N1.CN1CCOCC1.Cl.CN(C)CCCN=C=NCC. (4) Given the product [CH:18]([C@H:31]1[O:36][CH2:35][C@@H:34]([NH:37][C:9](=[O:11])[CH2:8][C:5]2[CH:4]=[CH:3][C:2]([F:1])=[CH:7][CH:6]=2)[CH2:33][CH2:32]1)([C:25]1[CH:30]=[CH:29][CH:28]=[CH:27][CH:26]=1)[C:19]1[CH:20]=[CH:21][CH:22]=[CH:23][CH:24]=1, predict the reactants needed to synthesize it. The reactants are: [F:1][C:2]1[CH:7]=[CH:6][C:5]([CH2:8][C:9]([OH:11])=O)=[CH:4][CH:3]=1.C(Cl)(=O)C(Cl)=O.[CH:18]([C@H:31]1[O:36][CH2:35][C@@H:34]([NH2:37])[CH2:33][CH2:32]1)([C:25]1[CH:30]=[CH:29][CH:28]=[CH:27][CH:26]=1)[C:19]1[CH:24]=[CH:23][CH:22]=[CH:21][CH:20]=1.C(N(CC)CC)C. (5) Given the product [Cl:15][C:16]1[CH:17]=[C:18]([NH:19][C:9]([C:4]2[CH:3]=[CH:2][NH:1][N:5]=2)=[O:10])[CH:20]=[CH:21][C:22]=1[F:23], predict the reactants needed to synthesize it. The reactants are: [N:1]1[N:5]2[C:9](=[O:10])[C:4]3[N:5]([N:1]=[CH:2][CH:3]=3)[C:9](=[O:10])[C:4]2=[CH:3][CH:2]=1.[Cl:15][C:16]1[CH:17]=[C:18]([CH:20]=[CH:21][C:22]=1[F:23])[NH2:19].